This data is from Catalyst prediction with 721,799 reactions and 888 catalyst types from USPTO. The task is: Predict which catalyst facilitates the given reaction. (1) Reactant: [Cl:1][C:2]1[CH:10]=[CH:9][C:8]2[CH2:11][CH2:12][N:13]([CH3:16])[CH2:14][CH2:15][N:6]3[C:7]=2[C:3]=1[C:4]1[CH2:19][CH2:18][CH2:17][C:5]=13.C([BH3-])#N.[Na+]. Product: [Cl:1][C:2]1[CH:10]=[CH:9][C:8]2[CH2:11][CH2:12][N:13]([CH3:16])[CH2:14][CH2:15][N:6]3[C:7]=2[C:3]=1[CH:4]1[CH2:19][CH2:18][CH2:17][CH:5]13. The catalyst class is: 15. (2) Reactant: [CH3:1][C:2]1([CH3:31])[O:6][C@H:5]([CH2:7][N:8]2[C:13](=[O:14])[C:12]3[C:15]([OH:21])=[CH:16][C:17](=[O:20])[N:18]([CH3:19])[C:11]=3[N:10]([C:22]3[CH:27]=[CH:26][C:25]([I:28])=[CH:24][C:23]=3[F:29])[C:9]2=[O:30])[CH2:4][O:3]1.C(N(CC)CC)C.[F:39][C:40]([F:53])([F:52])[S:41](O[S:41]([C:40]([F:53])([F:52])[F:39])(=[O:43])=[O:42])(=[O:43])=[O:42]. Product: [F:39][C:40]([F:53])([F:52])[S:41]([O:21][C:15]1[C:12]2[C:13](=[O:14])[N:8]([CH2:7][C@@H:5]3[CH2:4][O:3][C:2]([CH3:31])([CH3:1])[O:6]3)[C:9](=[O:30])[N:10]([C:22]3[CH:27]=[CH:26][C:25]([I:28])=[CH:24][C:23]=3[F:29])[C:11]=2[N:18]([CH3:19])[C:17](=[O:20])[CH:16]=1)(=[O:43])=[O:42]. The catalyst class is: 4. (3) Reactant: [CH2:1]([O:3][C:4](=[O:18])[C@H:5]([CH2:10][C:11]1[CH:16]=[CH:15][C:14]([OH:17])=[CH:13][CH:12]=1)[NH:6][C:7](=[O:9])[CH3:8])[CH3:2].C(O)C.C(=O)([O-])[O-].[K+].[K+].CS(O[CH2:33][CH2:34][C:35]1[CH:40]=[CH:39][C:38]([CH2:41][CH3:42])=[CH:37][N:36]=1)(=O)=O. The catalyst class is: 226. Product: [C:7]([NH:6][CH:5]([CH2:10][C:11]1[CH:12]=[CH:13][C:14]([O:17][CH2:33][CH2:34][C:35]2[CH:40]=[CH:39][C:38]([CH2:41][CH3:42])=[CH:37][N:36]=2)=[CH:15][CH:16]=1)[C:4]([O:3][CH2:1][CH3:2])=[O:18])(=[O:9])[CH3:8].